Dataset: Choline transporter screen with 302,306 compounds. Task: Binary Classification. Given a drug SMILES string, predict its activity (active/inactive) in a high-throughput screening assay against a specified biological target. (1) The drug is O1CCN(CC1)c1nn2c(n1)ncc(c2N)C(O)=O. The result is 0 (inactive). (2) The drug is Fc1ccc(n2nnc3c(=O)n(CC(=O)N4CCCc5c4cccc5)cnc23)cc1. The result is 0 (inactive). (3) The compound is n1c2CCC(Cc2c(c(c1N)C#N)c1cccnc1)C. The result is 0 (inactive). (4) The drug is Clc1c(/C=N\N(c2nnc(cc2)C)C)ccc(Cl)c1. The result is 0 (inactive). (5) The molecule is s1c(NC(=O)COC(=O)COc2c(cccc2)C#N)c(cc1)C(=O)N. The result is 0 (inactive). (6) The drug is O=C1N(C(Nc2c1cccc2)c1cc(c(OC)cc1)COc1ncccc1)c1ccc(OC)cc1. The result is 0 (inactive). (7) The compound is Fc1ccc(c2nc(nc(N3CCN(CC3)C)c2C#N)c2ccccc2)cc1. The result is 0 (inactive). (8) The drug is s1c(n2c(CN3CC(N(CC3)C\C=C(/C)C)CCO)ccc2)ncc1. The result is 0 (inactive).